From a dataset of Reaction yield outcomes from USPTO patents with 853,638 reactions. Predict the reaction yield, written as a fraction of the theoretical maximum amount of product (1.0 means a 100% yield; for example, 0.34 means a 34% yield). (1) The reactants are Cl[C:2]1[N:11]=[C:10]([N:12]([C:14]2[CH:19]=[CH:18][C:17]([O:20][CH3:21])=[CH:16][CH:15]=2)[CH3:13])[C:9]2[C:4](=[CH:5][CH:6]=[CH:7][CH:8]=2)[N:3]=1.C(N(C(C)C)CC)(C)C.[CH2:31]([NH2:36])[CH2:32][CH2:33][CH2:34][NH2:35]. The catalyst is C(O)CCC. The product is [NH2:35][CH2:34][CH2:33][CH2:32][CH2:31][NH:36][C:2]1[N:11]=[C:10]([N:12]([C:14]2[CH:19]=[CH:18][C:17]([O:20][CH3:21])=[CH:16][CH:15]=2)[CH3:13])[C:9]2[C:4](=[CH:5][CH:6]=[CH:7][CH:8]=2)[N:3]=1. The yield is 0.390. (2) The product is [O:1]1[C:6]2[CH:7]=[CH:8][CH:9]=[CH:10][C:5]=2[N:4]([CH:11]([C:19]2[CH:24]=[CH:23][CH:22]=[CH:21][CH:20]=2)[CH:12]([OH:18])[C:13]([NH:26][CH3:25])=[O:14])[CH2:3][CH2:2]1. No catalyst specified. The reactants are [O:1]1[C:6]2[CH:7]=[CH:8][CH:9]=[CH:10][C:5]=2[N:4]([CH:11]([C:19]2[CH:24]=[CH:23][CH:22]=[CH:21][CH:20]=2)[CH:12]([OH:18])[C:13](OCC)=[O:14])[CH2:3][CH2:2]1.[CH3:25][NH2:26]. The yield is 0.870. (3) The reactants are [OH:1][CH:2]([C:20]1[CH:25]=[CH:24][C:23]([O:26][C:27]2[CH:32]=[CH:31][CH:30]=[CH:29][CH:28]=2)=[CH:22][CH:21]=1)[CH:3]([CH2:9][C:10]1[CH:15]=[CH:14][C:13]([C:16]([F:19])([F:18])[F:17])=[CH:12][CH:11]=1)[C:4]([O:6]CC)=[O:5].[OH-].[Na+].Cl. The catalyst is CO. The product is [OH:1][CH:2]([C:20]1[CH:21]=[CH:22][C:23]([O:26][C:27]2[CH:28]=[CH:29][CH:30]=[CH:31][CH:32]=2)=[CH:24][CH:25]=1)[CH:3]([CH2:9][C:10]1[CH:11]=[CH:12][C:13]([C:16]([F:18])([F:19])[F:17])=[CH:14][CH:15]=1)[C:4]([OH:6])=[O:5]. The yield is 0.900. (4) The reactants are [C:1]([C:5]1[CH:14]=[CH:13][C:8]([C:9]([O:11]C)=O)=[CH:7][CH:6]=1)([CH3:4])([CH3:3])[CH3:2].C[O-].[Na+].[CH3:18][C:19]([CH3:21])=[O:20].Cl. The catalyst is COCCOC.O. The product is [C:1]([C:5]1[CH:6]=[CH:7][C:8]([C:9]([CH2:18][C:19](=[O:20])[CH3:21])=[O:11])=[CH:13][CH:14]=1)([CH3:2])([CH3:3])[CH3:4]. The yield is 0.415. (5) The reactants are Br[CH2:2][C:3]1[CH:8]=[CH:7][C:6]([B:9]2[O:13][C:12]([CH3:15])([CH3:14])[C:11]([CH3:17])([CH3:16])[O:10]2)=[CH:5][CH:4]=1.CO.[C:20](Cl)([CH3:22])=[O:21].[CH3:24][NH2:25]. No catalyst specified. The product is [CH3:24][N:25]([CH2:2][C:3]1[CH:8]=[CH:7][C:6]([B:9]2[O:13][C:12]([CH3:15])([CH3:14])[C:11]([CH3:17])([CH3:16])[O:10]2)=[CH:5][CH:4]=1)[C:20](=[O:21])[CH3:22]. The yield is 0.770. (6) The reactants are [CH2:1]([NH:4][C:5]1[CH:12]=[C:11]([C:13]([F:16])([F:15])[F:14])[CH:10]=[CH:9][C:6]=1[CH:7]=O)[CH2:2][CH3:3].[CH3:17][O:18][C:19]([CH:21]=P(C1C=CC=CC=1)(C1C=CC=CC=1)C1C=CC=CC=1)=[O:20]. The catalyst is C1(C)C=CC=CC=1. The product is [CH3:17][O:18][C:19](=[O:20])[CH:21]=[CH:7][C:6]1[CH:9]=[CH:10][C:11]([C:13]([F:16])([F:15])[F:14])=[CH:12][C:5]=1[NH:4][CH2:1][CH2:2][CH3:3]. The yield is 0.690. (7) The reactants are [CH2:1]([O:3][C:4]([C:6]1[C:15]2[C:10](=[CH:11][C:12]([O:18][CH3:19])=[C:13]([O:16][CH3:17])[CH:14]=2)[C:9]([CH2:20][C:21]2[CH:26]=[CH:25][CH:24]=[C:23]([O:27][CH3:28])[CH:22]=2)=[N:8][CH:7]=1)=[O:5])[CH3:2].C[O:30]C1C=C2C(=CC=1OC)C(C(=O)C1C=CC=C(OC)C=1)=NC=C2CC(O)=O.[Se](=O)=O. The catalyst is C(O)(=O)C. The product is [CH2:1]([O:3][C:4]([C:6]1[C:15]2[C:10](=[CH:11][C:12]([O:18][CH3:19])=[C:13]([O:16][CH3:17])[CH:14]=2)[C:9]([C:20](=[O:30])[C:21]2[CH:26]=[CH:25][CH:24]=[C:23]([O:27][CH3:28])[CH:22]=2)=[N:8][CH:7]=1)=[O:5])[CH3:2]. The yield is 0.820. (8) The reactants are F[C:2]1[CH:3]=[C:4]2[C:9](=[CH:10][C:11]=1[N+:12]([O-:14])=[O:13])[NH:8][C:7](=[O:15])[N:6]([NH:16][S:17]([CH3:20])(=[O:19])=[O:18])[C:5]2=[O:21].[F:22][C:23]1[CH:30]=[CH:29][C:26]([CH2:27][NH2:28])=[CH:25][CH:24]=1. No catalyst specified. The product is [F:22][C:23]1[CH:30]=[CH:29][C:26]([CH2:27][NH:28][C:2]2[CH:3]=[C:4]3[C:9](=[CH:10][C:11]=2[N+:12]([O-:14])=[O:13])[NH:8][C:7](=[O:15])[N:6]([NH:16][S:17]([CH3:20])(=[O:19])=[O:18])[C:5]3=[O:21])=[CH:25][CH:24]=1. The yield is 0.125. (9) The reactants are Br[C:2]1[CH:3]=[C:4]([CH:9]=[C:10]([C:12]([F:15])([F:14])[F:13])[CH:11]=1)[C:5]([O:7][CH3:8])=[O:6].[CH3:16][N:17](C=O)C. The catalyst is [C-]#N.[Zn+2].[C-]#N.C1C=CC([P]([Pd]([P](C2C=CC=CC=2)(C2C=CC=CC=2)C2C=CC=CC=2)([P](C2C=CC=CC=2)(C2C=CC=CC=2)C2C=CC=CC=2)[P](C2C=CC=CC=2)(C2C=CC=CC=2)C2C=CC=CC=2)(C2C=CC=CC=2)C2C=CC=CC=2)=CC=1. The product is [C:16]([C:2]1[CH:3]=[C:4]([CH:9]=[C:10]([C:12]([F:15])([F:14])[F:13])[CH:11]=1)[C:5]([O:7][CH3:8])=[O:6])#[N:17]. The yield is 0.640.